Dataset: Forward reaction prediction with 1.9M reactions from USPTO patents (1976-2016). Task: Predict the product of the given reaction. (1) Given the reactants [C:1](OC(=O)C)(=O)[CH3:2].[NH2:8][C:9]1[C:14]([NH2:15])=[CH:13][C:12]([N+:16]([O-:18])=[O:17])=[CH:11][N:10]=1, predict the reaction product. The product is: [CH3:1][C:2]1[NH:8][C:9]2=[N:10][CH:11]=[C:12]([N+:16]([O-:18])=[O:17])[CH:13]=[C:14]2[N:15]=1. (2) Given the reactants [CH3:1][C:2]1[CH:7]=[CH:6][C:5]([S:8]([OH:11])(=[O:10])=[O:9])=[CH:4][CH:3]=1.[CH3:12][C:13]1[N:18]([C:19]2[CH:24]=[CH:23][CH:22]=[C:21]([C:25]([F:28])([F:27])[F:26])[CH:20]=2)[C:17](=[O:29])[C:16]([C:30]([NH:32][CH2:33][C:34]2[CH:39]=[CH:38][C:37]([S:40]([CH3:43])(=[O:42])=[O:41])=[CH:36][N:35]=2)=[O:31])=[CH:15][C:14]=1[C:44]1[N:48]([CH3:49])[N:47]=[CH:46][CH:45]=1.[S:50]([C:54]1C=CC(C)=C[CH:55]=1)([O-:53])(=[O:52])=[O:51].C(S(O)(=O)=O)C, predict the reaction product. The product is: [CH3:1][C:2]1[CH:3]=[CH:4][C:5]([S:8]([OH:11])(=[O:10])=[O:9])=[CH:6][CH:7]=1.[CH3:12][C:13]1[N:18]([C:19]2[CH:24]=[CH:23][CH:22]=[C:21]([C:25]([F:27])([F:26])[F:28])[CH:20]=2)[C:17](=[O:29])[C:16]([C:30]([NH:32][CH2:33][C:34]2[CH:39]=[CH:38][C:37]([S:40]([CH3:43])(=[O:42])=[O:41])=[CH:36][N:35]=2)=[O:31])=[CH:15][C:14]=1[C:44]1[N:48]([CH3:49])[N:47]=[CH:46][CH:45]=1.[S:50]([CH2:54][CH3:55])([O-:53])(=[O:52])=[O:51].